This data is from Full USPTO retrosynthesis dataset with 1.9M reactions from patents (1976-2016). The task is: Predict the reactants needed to synthesize the given product. Given the product [F:1][C:2]1[CH:3]=[C:4]2[C:8](=[CH:9][CH:10]=1)[CH:7]([NH:11][C:12]1[CH:21]=[CH:20][C:19]3[C:14](=[CH:15][CH:16]=[C:17]([NH2:22])[CH:18]=3)[N:13]=1)[CH2:6][CH2:5]2, predict the reactants needed to synthesize it. The reactants are: [F:1][C:2]1[CH:3]=[C:4]2[C:8](=[CH:9][CH:10]=1)[CH:7]([NH:11][C:12]1[CH:21]=[CH:20][C:19]3[C:14](=[CH:15][CH:16]=[C:17]([N+:22]([O-])=O)[CH:18]=3)[N:13]=1)[CH2:6][CH2:5]2.